From a dataset of Full USPTO retrosynthesis dataset with 1.9M reactions from patents (1976-2016). Predict the reactants needed to synthesize the given product. Given the product [Cl:1][C:2]1[CH:7]=[CH:6][C:5]([C@@:8]2([OH:31])[CH2:13][CH2:12][N:11]([S:42]([C:39]3[CH:40]=[CH:41][C:36]([CH3:46])=[CH:37][CH:38]=3)(=[O:44])=[O:43])[CH2:10][C@@H:9]2[O:14][CH2:15][C:16]2[CH:17]=[CH:18][C:19]3[O:24][CH2:23][CH2:22][N:21]([CH2:25][CH2:26][CH2:27][O:28][CH3:29])[C:20]=3[CH:30]=2)=[C:4]([CH2:32][CH2:33][O:34][CH3:35])[CH:3]=1, predict the reactants needed to synthesize it. The reactants are: [Cl:1][C:2]1[CH:7]=[CH:6][C:5]([C@@:8]2([OH:31])[CH2:13][CH2:12][NH:11][CH2:10][C@@H:9]2[O:14][CH2:15][C:16]2[CH:17]=[CH:18][C:19]3[O:24][CH2:23][CH2:22][N:21]([CH2:25][CH2:26][CH2:27][O:28][CH3:29])[C:20]=3[CH:30]=2)=[C:4]([CH2:32][CH2:33][O:34][CH3:35])[CH:3]=1.[C:36]1([CH3:46])[CH:41]=[CH:40][C:39]([S:42](Cl)(=[O:44])=[O:43])=[CH:38][CH:37]=1.